From a dataset of Forward reaction prediction with 1.9M reactions from USPTO patents (1976-2016). Predict the product of the given reaction. (1) Given the reactants [C:1](=[O:20])([O:18][CH3:19])[O:2][C:3]1[CH:8]=[C:7]([N+:9]([O-])=O)[C:6]([Br:12])=[CH:5][C:4]=1[CH:13]1[CH2:17][CH2:16][CH2:15][CH2:14]1, predict the reaction product. The product is: [C:1](=[O:20])([O:18][CH3:19])[O:2][C:3]1[CH:8]=[C:7]([NH2:9])[C:6]([Br:12])=[CH:5][C:4]=1[CH:13]1[CH2:17][CH2:16][CH2:15][CH2:14]1. (2) Given the reactants [P:1]([O:19][C:20]1([C:24]2[CH:29]=[CH:28][C:27]([C:30]3[CH:35]=[CH:34][C:33]([C@H:36]4[O:40]C(C)(C)[N:38]([C:43](=[O:47])[CH:44]([F:46])[F:45])[C@@H:37]4[CH2:48][F:49])=[CH:32][CH:31]=3)=[CH:26][N:25]=2)[CH2:23][O:22][CH2:21]1)([O:11]CC1C=CC=CC=1)([O:3]CC1C=CC=CC=1)=[O:2].FC(F)(F)C(O)=O, predict the reaction product. The product is: [P:1]([OH:11])([OH:3])([O:19][C:20]1([C:24]2[CH:29]=[CH:28][C:27]([C:30]3[CH:31]=[CH:32][C:33]([C@@H:36]([OH:40])[C@H:37]([NH:38][C:43](=[O:47])[CH:44]([F:46])[F:45])[CH2:48][F:49])=[CH:34][CH:35]=3)=[CH:26][N:25]=2)[CH2:21][O:22][CH2:23]1)=[O:2].